This data is from Peptide-MHC class I binding affinity with 185,985 pairs from IEDB/IMGT. The task is: Regression. Given a peptide amino acid sequence and an MHC pseudo amino acid sequence, predict their binding affinity value. This is MHC class I binding data. (1) The peptide sequence is GLYSSTVPV. The MHC is Mamu-A07 with pseudo-sequence Mamu-A07. The binding affinity (normalized) is 0. (2) The peptide sequence is ELMMTTIGV. The MHC is HLA-A68:02 with pseudo-sequence HLA-A68:02. The binding affinity (normalized) is 0.998.